Dataset: Peptide-MHC class I binding affinity with 185,985 pairs from IEDB/IMGT. Task: Regression. Given a peptide amino acid sequence and an MHC pseudo amino acid sequence, predict their binding affinity value. This is MHC class I binding data. (1) The peptide sequence is SDEAQEDEEHY. The MHC is Mamu-B01 with pseudo-sequence Mamu-B01. The binding affinity (normalized) is 0. (2) The peptide sequence is YTGDFDSVI. The MHC is HLA-B53:01 with pseudo-sequence HLA-B53:01. The binding affinity (normalized) is 0.0901. (3) The peptide sequence is KQSQSYLTK. The MHC is HLA-A30:01 with pseudo-sequence HLA-A30:01. The binding affinity (normalized) is 0.532. (4) The peptide sequence is MQISTIGIR. The MHC is HLA-A02:01 with pseudo-sequence HLA-A02:01. The binding affinity (normalized) is 0. (5) The peptide sequence is LTDRELLLL. The MHC is HLA-A01:01 with pseudo-sequence HLA-A01:01. The binding affinity (normalized) is 0.488.